The task is: Predict the reaction yield, written as a fraction of the theoretical maximum amount of product (1.0 means a 100% yield; for example, 0.34 means a 34% yield).. This data is from Reaction yield outcomes from USPTO patents with 853,638 reactions. (1) The reactants are [NH:1]1[CH:6]=[CH:5][CH:4]=[N:3][C:2]1=[O:7].[CH2:8]1[O:10][CH:9]1[CH2:11]O.[H-].[Na+]. The catalyst is CN(C=O)C.[Cl-].[Na+].O. The product is [O:10]1[CH2:8][CH:9]1[CH2:11][O:7][C:2]1[N:1]=[CH:6][CH:5]=[CH:4][N:3]=1. The yield is 0.300. (2) The yield is 0.350. The product is [CH3:9][N:7]1[CH:8]=[C:4]([N+:1]([O-:3])=[O:2])[N:5]=[N:6]1. The reactants are [N+:1]([C:4]1[CH:8]=[N:7][NH:6][N:5]=1)([O-:3])=[O:2].[CH2:9]1COCC1.[H-].[Na+].IC. The catalyst is CC(C)=O. (3) The reactants are [F:1][C:2]1[CH:3]=[C:4]([NH2:10])[CH:5]=[N:6][C:7]=1[O:8][CH3:9].[Cl:11][C:12]1[CH:13]=[C:14]([C:19]2[N:24]=[C:23]([CH3:25])[N:22]=[C:21]([N:26]([CH2:36][C:37]3[CH:42]=[CH:41][C:40]([O:43][CH3:44])=[CH:39][CH:38]=3)[CH2:27][C:28]3[CH:33]=[CH:32][C:31]([O:34][CH3:35])=[CH:30][CH:29]=3)[N:20]=2)[C:15](F)=[N:16][CH:17]=1.C1COCC1.[Li+].C[Si]([N-][Si](C)(C)C)(C)C. No catalyst specified. The product is [Cl:11][C:12]1[CH:13]=[C:14]([C:19]2[N:24]=[C:23]([CH3:25])[N:22]=[C:21]([N:26]([CH2:27][C:28]3[CH:29]=[CH:30][C:31]([O:34][CH3:35])=[CH:32][CH:33]=3)[CH2:36][C:37]3[CH:38]=[CH:39][C:40]([O:43][CH3:44])=[CH:41][CH:42]=3)[N:20]=2)[C:15]([NH:10][C:4]2[CH:5]=[N:6][C:7]([O:8][CH3:9])=[C:2]([F:1])[CH:3]=2)=[N:16][CH:17]=1. The yield is 0.880. (4) The reactants are [F:1][C:2]1[CH:7]=[CH:6][C:5]([O:8][C:9]2[CH:14]=[CH:13][C:12]([N+:15]([O-])=O)=[CH:11][N:10]=2)=[CH:4][C:3]=1[NH:18][C:19](=[O:25])[O:20][C:21]([CH3:24])([CH3:23])[CH3:22].O1CCCC1. The catalyst is CO.[C].[Pd]. The product is [NH2:15][C:12]1[CH:13]=[CH:14][C:9]([O:8][C:5]2[CH:6]=[CH:7][C:2]([F:1])=[C:3]([NH:18][C:19](=[O:25])[O:20][C:21]([CH3:22])([CH3:23])[CH3:24])[CH:4]=2)=[N:10][CH:11]=1. The yield is 0.940. (5) The reactants are [O:1]=[C:2]([CH3:11])[CH2:3][C:4]([O:6][C:7]([CH3:10])(C)C)=[O:5].Br[CH2:13][C:14]([C:16]1[CH:21]=[CH:20][C:19]([Br:22])=[CH:18][CH:17]=1)=[O:15].BrCC(C1C=CC=CC=1[N+]([O-])=O)=O. No catalyst specified. The product is [C:2]([CH:3]([CH2:13][C:14]([C:16]1[CH:21]=[CH:20][C:19]([Br:22])=[CH:18][CH:17]=1)=[O:15])[C:4]([O:6][CH2:7][CH3:10])=[O:5])(=[O:1])[CH3:11]. The yield is 0.770. (6) The reactants are [Cl:1][S:2]([OH:5])(=O)=[O:3].[Br:6][C:7]1[CH:12]=[CH:11][C:10]([O:13][C:14]([F:17])([F:16])[F:15])=[CH:9][CH:8]=1. The product is [Br:6][C:7]1[CH:12]=[CH:11][C:10]([O:13][C:14]([F:15])([F:16])[F:17])=[C:9]([S:2]([Cl:1])(=[O:5])=[O:3])[CH:8]=1. The yield is 0.880. The catalyst is C(Cl)Cl.C(Cl)(Cl)Cl. (7) The reactants are [NH:1]1[C:5]2[CH:6]=[CH:7][CH:8]=[CH:9][C:4]=2[N:3]=[C:2]1[CH2:10][N:11]([CH2:22][C:23]1[CH:28]=[CH:27][CH:26]=[CH:25][C:24]=1[CH2:29][NH2:30])[CH:12]1[C:21]2[N:20]=[CH:19][CH:18]=[CH:17][C:16]=2[CH2:15][CH2:14][CH2:13]1.C(OC([NH:38][C:39](N1C=CC=N1)=[N:40]C(OC(C)(C)C)=O)=O)(C)(C)C.C(=O)([O-])[O-].[K+].[K+]. The catalyst is C1COCC1.[NH4+].[Cl-]. The product is [NH:1]1[C:5]2[CH:6]=[CH:7][CH:8]=[CH:9][C:4]=2[N:3]=[C:2]1[CH2:10][N:11]([CH2:22][C:23]1[CH:28]=[CH:27][CH:26]=[CH:25][C:24]=1[CH2:29][NH:30][C:39]([NH2:40])=[NH:38])[CH:12]1[C:21]2[N:20]=[CH:19][CH:18]=[CH:17][C:16]=2[CH2:15][CH2:14][CH2:13]1. The yield is 0.640. (8) The reactants are [O:1]1[C:5]2[CH:6]=[CH:7][CH:8]=[CH:9][C:4]=2[CH:3]=[C:2]1[C:10]([NH:12][C:13]1[S:14][CH:15]=[C:16](OS(C(F)(F)F)(=O)=O)[C:17]=1[C:18]([O:20]C(C)(C)C)=[O:19])=[O:11].[F:33][C:34]([F:46])([F:45])[O:35][C:36]1[CH:41]=[CH:40][C:39](B(O)O)=[CH:38][CH:37]=1.C(=O)([O-])[O-].[Na+].[Na+].C(O)C. The catalyst is C1C=CC([P]([Pd]([P](C2C=CC=CC=2)(C2C=CC=CC=2)C2C=CC=CC=2)([P](C2C=CC=CC=2)(C2C=CC=CC=2)C2C=CC=CC=2)[P](C2C=CC=CC=2)(C2C=CC=CC=2)C2C=CC=CC=2)(C2C=CC=CC=2)C2C=CC=CC=2)=CC=1.O.C1(C)C=CC=CC=1. The product is [O:1]1[C:5]2[CH:6]=[CH:7][CH:8]=[CH:9][C:4]=2[CH:3]=[C:2]1[C:10]([NH:12][C:13]1[S:14][CH:15]=[C:16]([C:39]2[CH:38]=[CH:37][C:36]([O:35][C:34]([F:33])([F:45])[F:46])=[CH:41][CH:40]=2)[C:17]=1[C:18]([OH:20])=[O:19])=[O:11]. The yield is 0.250. (9) The reactants are [F:1][CH2:2][C@@H:3]1[CH2:7][N:6]([C@@H:8]([C:10]2[CH:15]=[CH:14][CH:13]=[CH:12][CH:11]=2)[CH3:9])[C:5](=[O:16])[CH2:4]1.Cl[C:18]([O:20][CH2:21][CH3:22])=[O:19].C[Si]([N-][Si](C)(C)C)(C)C.[Li+].[Cl-].[NH4+]. The catalyst is O1CCCC1. The product is [CH2:21]([O:20][C:18]([C@H:4]1[C@H:3]([CH2:2][F:1])[CH2:7][N:6]([C@@H:8]([C:10]2[CH:15]=[CH:14][CH:13]=[CH:12][CH:11]=2)[CH3:9])[C:5]1=[O:16])=[O:19])[CH3:22]. The yield is 0.850.